Dataset: Forward reaction prediction with 1.9M reactions from USPTO patents (1976-2016). Task: Predict the product of the given reaction. (1) Given the reactants N1([NH:7][C:8]([C:10]2[CH:40]=[CH:39][C:13]3[N:14]([CH:33]4[CH2:38][CH2:37][CH2:36][CH2:35][CH2:34]4)[C:15]([C:17]4[CH:18]=[C:19]5[C:24](=[CH:25][CH:26]=4)[N:23]=[C:22]([C:27]4[CH:32]=[CH:31][CH:30]=[CH:29][CH:28]=4)[CH:21]=[N:20]5)=[N:16][C:12]=3[CH:11]=2)=[O:9])CCOCC1.N[C:42]1[CH:43]=[CH:44][CH:45]=[C:46]2[C:51]=1[CH:50]=[C:49]([OH:52])[CH:48]=[CH:47]2, predict the reaction product. The product is: [OH:52][C:49]1[CH:50]=[C:51]2[C:46]([CH:45]=[CH:44][CH:43]=[C:42]2[NH:7][C:8]([C:10]2[CH:40]=[CH:39][C:13]3[N:14]([CH:33]4[CH2:34][CH2:35][CH2:36][CH2:37][CH2:38]4)[C:15]([C:17]4[CH:18]=[C:19]5[C:24](=[CH:25][CH:26]=4)[N:23]=[C:22]([C:27]4[CH:28]=[CH:29][CH:30]=[CH:31][CH:32]=4)[CH:21]=[N:20]5)=[N:16][C:12]=3[CH:11]=2)=[O:9])=[CH:47][CH:48]=1. (2) The product is: [CH:1]1([CH2:7][C@H:8]([N:12]2[CH2:16][C:15]([O:17][C:18]3[CH:23]=[CH:22][CH:21]=[C:20]([O:24][CH3:25])[CH:19]=3)=[CH:14][C:13]2=[O:26])[C:9]([NH:67][C:64]2[CH:65]=[CH:66][N:62]([CH2:61][C:60]([OH:59])([CH3:90])[CH3:28])[N:63]=2)=[O:10])[CH2:6][CH2:5][CH2:4][CH2:3][CH2:2]1. Given the reactants [CH:1]1([CH2:7][C@H:8]([N:12]2[CH2:16][C:15]([O:17][C:18]3[CH:23]=[CH:22][CH:21]=[C:20]([O:24][CH3:25])[CH:19]=3)=[CH:14][C:13]2=[O:26])[C:9](O)=[O:10])[CH2:6][CH2:5][CH2:4][CH2:3][CH2:2]1.Cl.[CH3:28]N(C)CCCN=C=NCC.C(N(CC)C(C)C)(C)C.ON1C2C=CC=CC=2N=N1.Cl.[OH:59][C@@H:60]([CH2:90]O)[CH2:61][N:62]1[CH:66]=[CH:65][C:64]([NH:67]C(=O)[C@@H](N2CC(OC3C=CC=C(Cl)C=3Cl)=CC2=O)CC(C)C)=[N:63]1, predict the reaction product.